Task: Binary Classification. Given a drug SMILES string, predict its activity (active/inactive) in a high-throughput screening assay against a specified biological target.. Dataset: Choline transporter screen with 302,306 compounds The molecule is s1c2c(nc1NC(=O)c1cc3scnc3cc1)ccc(OC)c2. The result is 0 (inactive).